From a dataset of Full USPTO retrosynthesis dataset with 1.9M reactions from patents (1976-2016). Predict the reactants needed to synthesize the given product. (1) Given the product [CH:20]1([CH2:19][O:13][CH2:12][CH:9]2[O:8][C:7]3[CH:14]=[CH:15][C:4]([N+:1]([O-:3])=[O:2])=[CH:5][C:6]=3[O:11][CH2:10]2)[CH2:22][CH2:21]1, predict the reactants needed to synthesize it. The reactants are: [N+:1]([C:4]1[CH:15]=[CH:14][C:7]2[O:8][CH:9]([CH2:12][OH:13])[CH2:10][O:11][C:6]=2[CH:5]=1)([O-:3])=[O:2].[H-].[Na+].Cl[CH2:19][CH:20]1[CH2:22][CH2:21]1. (2) Given the product [OH:19][CH2:16][C:17]#[C:18][C:2]1[S:6][C:5]([C:7]([O:9][CH3:10])=[O:8])=[CH:4][CH:3]=1, predict the reactants needed to synthesize it. The reactants are: Br[C:2]1[S:6][C:5]([C:7]([O:9][CH3:10])=[O:8])=[CH:4][CH:3]=1.C(N)CCC.[CH2:16]([OH:19])[C:17]#[CH:18].[Cl-].[NH4+]. (3) Given the product [NH:12]1[CH2:13][CH2:14][CH:9]([C:5]2[CH:4]=[C:3]([CH:8]=[CH:7][CH:6]=2)[C:1]#[N:2])[CH2:10][CH2:11]1, predict the reactants needed to synthesize it. The reactants are: [C:1]([C:3]1[CH:4]=[C:5]([CH:9]2[CH2:14][CH2:13][N:12](C(OC(C)(C)C)=O)[CH2:11][CH2:10]2)[CH:6]=[CH:7][CH:8]=1)#[N:2]. (4) Given the product [CH3:20][C:13]1[CH:12]=[C:11](/[CH:10]=[CH:9]/[C:8]([F:7])([F:22])[F:21])[CH:19]=[CH:18][C:14]=1[C:15]([NH:40][C:38]1[N:37]=[CH:36][CH:35]=[C:34]2[C:39]=1[N:30]=[CH:31][CH:32]=[CH:33]2)=[O:17], predict the reactants needed to synthesize it. The reactants are: C(Cl)(=O)C(Cl)=O.[F:7][C:8]([F:22])([F:21])/[CH:9]=[CH:10]/[C:11]1[CH:19]=[CH:18][C:14]([C:15]([OH:17])=O)=[C:13]([CH3:20])[CH:12]=1.CCN(CC)CC.[N:30]1[C:39]2[C:34](=[CH:35][CH:36]=[N:37][C:38]=2[NH2:40])[CH:33]=[CH:32][CH:31]=1. (5) Given the product [Cl:1][C:2]1[C:3]([CH:4]=[C:14]([S:13][CH3:12])[S:15]([CH3:17])=[O:16])=[CH:6][CH:7]=[CH:8][C:9]=1[O:10][CH3:11], predict the reactants needed to synthesize it. The reactants are: [Cl:1][C:2]1[C:9]([O:10][CH3:11])=[CH:8][CH:7]=[CH:6][C:3]=1[CH:4]=O.[CH3:12][S:13][CH2:14][S:15]([CH3:17])=[O:16]. (6) Given the product [CH2:1]([C:8]1[CH:9]=[N:10][C:11]2[C:16]([C:17]=1[C:18]1[CH:19]=[C:20]([N:24]([CH2:34][C:33]3[CH:36]=[CH:37][CH:38]=[C:39]([O:40][CH3:41])[C:32]=3[O:31][CH2:29][CH3:30])[CH2:34][C:33]3[CH:36]=[CH:37][CH:38]=[C:39]([O:40][CH3:41])[C:32]=3[O:31][CH2:29][CH3:30])[CH:21]=[CH:22][CH:23]=1)=[CH:15][CH:14]=[CH:13][C:12]=2[C:25]([F:28])([F:26])[F:27])[C:2]1[CH:3]=[CH:4][CH:5]=[CH:6][CH:7]=1, predict the reactants needed to synthesize it. The reactants are: [CH2:1]([C:8]1[CH:9]=[N:10][C:11]2[C:16]([C:17]=1[C:18]1[CH:19]=[C:20]([NH2:24])[CH:21]=[CH:22][CH:23]=1)=[CH:15][CH:14]=[CH:13][C:12]=2[C:25]([F:28])([F:27])[F:26])[C:2]1[CH:7]=[CH:6][CH:5]=[CH:4][CH:3]=1.[CH2:29]([O:31][C:32]1[C:39]([O:40][CH3:41])=[CH:38][CH:37]=[CH:36][C:33]=1[CH:34]=O)[CH3:30]. (7) Given the product [Cl:1][C:2]1[N:7]=[C:6]([O:18][C:12]2[CH:17]=[CH:16][CH:15]=[CH:14][CH:13]=2)[C:5]2[CH2:9][CH2:10][CH2:11][C:4]=2[N:3]=1, predict the reactants needed to synthesize it. The reactants are: [Cl:1][C:2]1[N:7]=[C:6](Cl)[C:5]2[CH2:9][CH2:10][CH2:11][C:4]=2[N:3]=1.[C:12]1([OH:18])[CH:17]=[CH:16][CH:15]=[CH:14][CH:13]=1.C(=O)([O-])[O-].[Cs+].[Cs+]. (8) Given the product [Cl:34][C:28]1[CH:29]=[N:30][CH:31]=[C:32]([Cl:33])[C:27]=1[NH:26][C:20]1[C:19]2[C:24](=[C:15]([O:14][CH2:13][CH2:12][CH2:11][CH2:10][CH2:9][N:5]([CH2:4][CH2:3][N:2]([CH3:7])[CH3:1])[CH3:6])[C:16]([O:35][CH3:36])=[CH:17][CH:18]=2)[O:23][C:22](=[O:25])[CH:21]=1, predict the reactants needed to synthesize it. The reactants are: [CH3:1][N:2]([CH3:7])[CH2:3][CH2:4][NH:5][CH3:6].Br[CH2:9][CH2:10][CH2:11][CH2:12][CH2:13][O:14][C:15]1[C:16]([O:35][CH3:36])=[CH:17][CH:18]=[C:19]2[C:24]=1[O:23][C:22](=[O:25])[CH:21]=[C:20]2[NH:26][C:27]1[C:32]([Cl:33])=[CH:31][N:30]=[CH:29][C:28]=1[Cl:34]. (9) The reactants are: [NH2:1][C:2]1[CH:18]=[CH:17][CH:16]=[CH:15][C:3]=1[NH:4][C:5]([NH:7][CH2:8][CH2:9][CH2:10][NH:11]C(=O)[O-])=S.NC1NC2C=CC=CC=2N=1. Given the product [NH:4]1[C:3]2[CH:15]=[CH:16][CH:17]=[CH:18][C:2]=2[N:1]=[C:5]1[NH:7][CH2:8][CH2:9][CH2:10][NH2:11], predict the reactants needed to synthesize it. (10) Given the product [C:1]([C:5]1[CH:9]=[C:8]([NH:10][C:11]([NH:13][C:14]2[CH:15]=[CH:16][C:17]([Cl:20])=[CH:18][CH:19]=2)=[O:12])[N:7]([C:21]2[CH:31]=[CH:30][CH:29]=[C:23]([C:35]([OH:45])([CH3:41])[CH3:36])[CH:22]=2)[N:6]=1)([CH3:4])([CH3:3])[CH3:2], predict the reactants needed to synthesize it. The reactants are: [C:1]([C:5]1[CH:9]=[C:8]([NH:10][C:11]([NH:13][C:14]2[CH:19]=[CH:18][C:17]([Cl:20])=[CH:16][CH:15]=2)=[O:12])[N:7]([C:21]2[CH:22]=[C:23]([CH:29]=[CH:30][CH:31]=2)C(OCC)=O)[N:6]=1)([CH3:4])([CH3:3])[CH3:2].C[Mg]Br.[C:35]1([CH3:41])C=CC=C[CH:36]=1.C1C[O:45]CC1.